From a dataset of Full USPTO retrosynthesis dataset with 1.9M reactions from patents (1976-2016). Predict the reactants needed to synthesize the given product. (1) Given the product [CH2:26]([NH:8][C@H:9]1[CH2:13][CH2:12][N:11]([C:14]2[C:19]([C:20]([O:22][CH:23]([CH3:24])[CH3:25])=[O:21])=[CH:18][CH:17]=[CH:16][N:15]=2)[CH2:10]1)[CH3:27], predict the reactants needed to synthesize it. The reactants are: CC(OC([N:8]([CH2:26][CH3:27])[C@H:9]1[CH2:13][CH2:12][N:11]([C:14]2[C:19]([C:20]([O:22][CH:23]([CH3:25])[CH3:24])=[O:21])=[CH:18][CH:17]=[CH:16][N:15]=2)[CH2:10]1)=O)(C)C.C(O)(C(F)(F)F)=O.C([O-])(O)=O.[Na+]. (2) Given the product [CH3:17][O:16][C:13]1[CH:14]=[CH:15][C:10]([C:9]([NH:8][CH2:7][CH2:6][C:2]2[S:1][CH:5]=[CH:4][CH:3]=2)=[O:18])=[CH:11][CH:12]=1, predict the reactants needed to synthesize it. The reactants are: [S:1]1[CH:5]=[CH:4][CH:3]=[C:2]1[CH2:6][CH2:7][NH2:8].[C:9](Cl)(=[O:18])[C:10]1[CH:15]=[CH:14][C:13]([O:16][CH3:17])=[CH:12][CH:11]=1.C(N(CC)CC)C. (3) Given the product [CH:14]1([NH:1][C@@H:2]([CH2:7][CH3:8])[C:3]([O:5][CH3:6])=[O:4])[CH2:18][CH2:17][CH2:16][CH2:15]1, predict the reactants needed to synthesize it. The reactants are: [NH2:1][C@@H:2]([CH2:7][CH3:8])[C:3]([O:5][CH3:6])=[O:4].C([O-])(=O)C.[Na+].[C:14]1(=O)[CH2:18][CH2:17][CH2:16][CH2:15]1.C(O[BH-](OC(=O)C)OC(=O)C)(=O)C.[Na+].C(=O)([O-])[O-].[Na+].[Na+]. (4) Given the product [C:1]([N:4]1[C:13]2[C:8](=[CH:9][C:10]([C:31]3[CH:32]=[N:33][N:34]([CH2:36][CH2:37][OH:38])[CH:35]=3)=[CH:11][CH:12]=2)[C@H:7]([NH:15][C:16](=[O:21])[O:17][CH:18]([CH3:20])[CH3:19])[CH2:6][C@@H:5]1[CH3:22])(=[O:3])[CH3:2], predict the reactants needed to synthesize it. The reactants are: [C:1]([N:4]1[C:13]2[C:8](=[CH:9][C:10](Br)=[CH:11][CH:12]=2)[C@H:7]([NH:15][C:16](=[O:21])[O:17][CH:18]([CH3:20])[CH3:19])[CH2:6][C@@H:5]1[CH3:22])(=[O:3])[CH3:2].CC1(C)C(C)(C)OB([C:31]2[CH:32]=[N:33][N:34]([CH2:36][CH2:37][OH:38])[CH:35]=2)O1.C([O-])([O-])=O.[K+].[K+].C(=O)=O. (5) The reactants are: [NH2:1][CH2:2][C:3]1[CH:12]=[C:11]2[C:6]([CH2:7][CH2:8][CH:9]([NH:22][C:23](=[O:29])[O:24][C:25]([CH3:28])([CH3:27])[CH3:26])[CH:10]2[CH2:13][C:14]2[CH:19]=[CH:18][C:17]([Cl:20])=[C:16]([Cl:21])[CH:15]=2)=[CH:5][CH:4]=1.[CH2:30]([S:33](Cl)(=[O:35])=[O:34])[CH2:31][CH3:32]. Given the product [Cl:21][C:16]1[CH:15]=[C:14]([CH:19]=[CH:18][C:17]=1[Cl:20])[CH2:13][CH:10]1[C:11]2[C:6](=[CH:5][CH:4]=[C:3]([CH2:2][NH:1][S:33]([CH2:30][CH2:31][CH3:32])(=[O:35])=[O:34])[CH:12]=2)[CH2:7][CH2:8][CH:9]1[NH:22][C:23](=[O:29])[O:24][C:25]([CH3:26])([CH3:28])[CH3:27], predict the reactants needed to synthesize it. (6) Given the product [C:1]([C:5]1[CH:10]=[CH:9][C:8]([S:11]([NH:14][C:15]2[C:23]3[C:18](=[N:19][CH:20]=[CH:21][CH:22]=3)[S:17][C:16]=2[C:24]([OH:26])=[O:25])(=[O:12])=[O:13])=[CH:7][CH:6]=1)([CH3:4])([CH3:2])[CH3:3], predict the reactants needed to synthesize it. The reactants are: [C:1]([C:5]1[CH:10]=[CH:9][C:8]([S:11]([NH:14][C:15]2[C:23]3[C:18](=[N:19][CH:20]=[CH:21][CH:22]=3)[S:17][C:16]=2[C:24]([O:26]C)=[O:25])(=[O:13])=[O:12])=[CH:7][CH:6]=1)([CH3:4])([CH3:3])[CH3:2].[OH-].[Na+].O. (7) The reactants are: Br[C:2]1[C:3]([CH2:11][CH3:12])=[N:4][C:5]([N+:8]([O-:10])=[O:9])=[CH:6][CH:7]=1.[Cl:13][C:14]1[CH:19]=[C:18]([OH:20])[CH:17]=[CH:16][N:15]=1.C([O-])([O-])=O.[K+].[K+].CCOC(C)=O. Given the product [Cl:13][C:14]1[CH:19]=[C:18]([O:20][C:2]2[C:3]([CH2:11][CH3:12])=[N:4][C:5]([N+:8]([O-:10])=[O:9])=[CH:6][CH:7]=2)[CH:17]=[CH:16][N:15]=1, predict the reactants needed to synthesize it. (8) Given the product [CH3:59][C@@H:37]1[C@:36]2([O:60][CH2:61][CH:33]([CH3:32])[CH2:34][CH2:35]2)[O:40][C@H:39]2[CH2:41][C@H:42]3[C@@H:47]4[CH2:48][CH2:49][C@@H:50]5[CH2:55][C@@H:54]([O:56][C@@H:12]6[O:17][C@H:18]([CH2:21][OH:22])[C@H:19]([OH:20])[C@H:10]([OH:9])[C@H:11]6[OH:31])[CH2:53][CH2:52][C@:51]5([CH3:57])[C@H:46]4[CH2:45][CH2:44][C@:43]3([CH3:58])[C@@H:38]12, predict the reactants needed to synthesize it. The reactants are: C([O:9][C@H:10]1[C@@H:19]([OH:20])[C@@H:18]([CH2:21][O:22]C(=O)C2C=CC=CC=2)[O:17][C@@H:12](SC(C)C)[C@@H:11]1[OH:31])(=O)C1C=CC=CC=1.[CH3:32][C@@H:33]1[CH2:61][O:60][C@@:36]2([O:40][C@H:39]3[CH2:41][C@H:42]4[C@@H:47]5[CH2:48][CH2:49][C@@H:50]6[CH2:55][C@@H:54]([OH:56])[CH2:53][CH2:52][C@:51]6([CH3:57])[C@H:46]5[CH2:45][CH2:44][C@:43]4([CH3:58])[C@H:38]3[C@@H:37]2[CH3:59])[CH2:35][CH2:34]1.C1C(=O)N(I)C(=O)C1.[Si](OS(C(F)(F)F)(=O)=O)(C(C)C)(C(C)C)C(C)C. (9) The reactants are: Br[C:2]1[CH:22]=[CH:21][C:20]2[N:18]3[C:19]4[C:10]([C:11]([CH3:24])([CH3:23])[C:12]5[CH:13]=[CH:14][CH:15]=[CH:16][C:17]=53)=[CH:9][CH:8]=[CH:7][C:6]=4[C:5]([CH3:26])([CH3:25])[C:4]=2[CH:3]=1.[CH:27]1[C:39]2[N:38]([C:40]3[CH:45]=[CH:44][C:43](B(O)O)=[CH:42][CH:41]=3)[C:37]3[C:32](=[CH:33][CH:34]=[CH:35][CH:36]=3)[C:31]=2[CH:30]=[CH:29][CH:28]=1. Given the product [CH:36]1[C:37]2[N:38]([C:40]3[CH:45]=[CH:44][C:43]([C:2]4[CH:22]=[CH:21][C:20]5[N:18]6[C:19]7[C:10]([C:11]([CH3:24])([CH3:23])[C:12]8[CH:13]=[CH:14][CH:15]=[CH:16][C:17]=86)=[CH:9][CH:8]=[CH:7][C:6]=7[C:5]([CH3:26])([CH3:25])[C:4]=5[CH:3]=4)=[CH:42][CH:41]=3)[C:39]3[C:31](=[CH:30][CH:29]=[CH:28][CH:27]=3)[C:32]=2[CH:33]=[CH:34][CH:35]=1, predict the reactants needed to synthesize it.